Dataset: Full USPTO retrosynthesis dataset with 1.9M reactions from patents (1976-2016). Task: Predict the reactants needed to synthesize the given product. (1) The reactants are: [F:1][C:2]1[CH:7]=[CH:6][C:5]([N:8]2[C:16]3[C:11](=[CH:12][C:13]([O:17][C@H:18]([C:22]4[CH:27]=[CH:26][CH:25]=[C:24]([O:28][CH3:29])[CH:23]=4)[C@@H:19]([NH2:21])[CH3:20])=[CH:14][CH:15]=3)[CH:10]=[N:9]2)=[CH:4][CH:3]=1.[C:30]([NH:34][C:35](=[O:39])[C:36](O)=[O:37])([CH3:33])([CH3:32])[CH3:31]. Given the product [F:1][C:2]1[CH:3]=[CH:4][C:5]([N:8]2[C:16]3[C:11](=[CH:12][C:13]([O:17][C@H:18]([C:22]4[CH:27]=[CH:26][CH:25]=[C:24]([O:28][CH3:29])[CH:23]=4)[C@@H:19]([NH:21][C:36]([C:35]([NH:34][C:30]([CH3:33])([CH3:32])[CH3:31])=[O:39])=[O:37])[CH3:20])=[CH:14][CH:15]=3)[CH:10]=[N:9]2)=[CH:6][CH:7]=1, predict the reactants needed to synthesize it. (2) Given the product [CH2:1]([C@@:4]1([C:20]2[CH:25]=[CH:24][CH:23]=[CH:22][CH:21]=2)[O:9][C:8](=[O:10])[N:7]([C@H:11]([C:13]2[CH:18]=[CH:17][C:16]([C:30]3[CH:31]=[CH:32][C:27]([F:26])=[CH:28][CH:29]=3)=[CH:15][CH:14]=2)[CH3:12])[CH2:6][CH2:5]1)[CH:2]=[CH2:3], predict the reactants needed to synthesize it. The reactants are: [CH2:1]([C@@:4]1([C:20]2[CH:25]=[CH:24][CH:23]=[CH:22][CH:21]=2)[O:9][C:8](=[O:10])[N:7]([C@H:11]([C:13]2[CH:18]=[CH:17][C:16](Br)=[CH:15][CH:14]=2)[CH3:12])[CH2:6][CH2:5]1)[CH:2]=[CH2:3].[F:26][C:27]1[CH:32]=[CH:31][C:30](B(O)O)=[CH:29][CH:28]=1.C([O-])([O-])=O.[Cs+].[Cs+]. (3) Given the product [F:1][C:2]1[CH:3]=[CH:4][C:5]([C:8]2[CH:12]=[C:11]([C:13]([NH:15][CH2:16][CH2:17][C:18]([N:25]3[CH2:26][CH2:27][N:22]([CH3:21])[CH2:23][CH2:24]3)=[O:20])=[O:14])[O:10][N:9]=2)=[CH:6][CH:7]=1, predict the reactants needed to synthesize it. The reactants are: [F:1][C:2]1[CH:7]=[CH:6][C:5]([C:8]2[CH:12]=[C:11]([C:13]([NH:15][CH2:16][CH2:17][C:18]([OH:20])=O)=[O:14])[O:10][N:9]=2)=[CH:4][CH:3]=1.[CH3:21][N:22]1[CH2:27][CH2:26][NH:25][CH2:24][CH2:23]1.ClCCl.CCN(C(C)C)C(C)C.